Dataset: Full USPTO retrosynthesis dataset with 1.9M reactions from patents (1976-2016). Task: Predict the reactants needed to synthesize the given product. (1) Given the product [CH2:22]([O:21][C:19]1[CH:18]=[C:13]([CH:12]=[C:11]([O:10][CH2:1][CH2:2][CH2:3][CH2:4][CH2:5][CH2:6][CH2:7][CH2:8][CH3:9])[CH:20]=1)[CH2:14][NH2:15])[CH2:23][CH2:24][CH2:25][CH2:26][CH2:27][CH2:28][CH2:29][CH3:30], predict the reactants needed to synthesize it. The reactants are: [CH2:1]([O:10][C:11]1[CH:12]=[C:13]([CH:18]=[C:19]([O:21][CH2:22][CH2:23][CH2:24][CH2:25][CH2:26][CH2:27][CH2:28][CH2:29][CH3:30])[CH:20]=1)[CH2:14][N:15]=[N+]=[N-])[CH2:2][CH2:3][CH2:4][CH2:5][CH2:6][CH2:7][CH2:8][CH3:9].[H][H]. (2) Given the product [N:1]1([C:7]2[N:8]=[C:9]([CH2:14][C:15]([NH:19][C:20]3[CH:21]=[N:22][CH:23]=[CH:24][CH:25]=3)=[O:17])[NH:10][C:11](=[O:13])[CH:12]=2)[CH2:2][CH2:3][O:4][CH2:5][CH2:6]1, predict the reactants needed to synthesize it. The reactants are: [N:1]1([C:7]2[N:8]=[C:9]([CH2:14][C:15]([O-:17])=O)[NH:10][C:11](=[O:13])[CH:12]=2)[CH2:6][CH2:5][O:4][CH2:3][CH2:2]1.[Na+].[NH2:19][C:20]1[CH:21]=[N:22][CH:23]=[CH:24][CH:25]=1. (3) Given the product [C:8]1([C:6]2[N:7]=[C:2]([NH:26][C:27]3[CH:35]=[CH:34][C:30]([C:31]([NH2:33])=[O:32])=[CH:29][CH:28]=3)[C:3]3[NH:16][N:15]=[CH:14][C:4]=3[N:5]=2)[CH:9]=[CH:10][CH:11]=[CH:12][CH:13]=1, predict the reactants needed to synthesize it. The reactants are: Cl[C:2]1[C:3]2[C:4](=[CH:14][N:15](CC3C=CC(OC)=CC=3)[N:16]=2)[N:5]=[C:6]([C:8]2[CH:13]=[CH:12][CH:11]=[CH:10][CH:9]=2)[N:7]=1.[NH2:26][C:27]1[CH:35]=[CH:34][C:30]([C:31]([NH2:33])=[O:32])=[CH:29][CH:28]=1.Cl. (4) Given the product [CH3:1][N:2]([CH3:27])[C:3]1[C:8]2[C:9]3[N:10]=[CH:11][N:12]([C:17]4[CH:26]=[CH:25][CH:24]=[C:19]([C:20]5[N:21]=[C:28]([C:29]6[CH:34]=[CH:33][CH:32]=[CH:31][CH:30]=6)[O:23][N:22]=5)[CH:18]=4)[C:13](=[O:16])[C:14]=3[S:15][C:7]=2[N:6]=[CH:5][CH:4]=1, predict the reactants needed to synthesize it. The reactants are: [CH3:1][N:2]([CH3:27])[C:3]1[C:8]2[C:9]3[N:10]=[CH:11][N:12]([C:17]4[CH:18]=[C:19]([CH:24]=[CH:25][CH:26]=4)[C:20]([NH:22][OH:23])=[NH:21])[C:13](=[O:16])[C:14]=3[S:15][C:7]=2[N:6]=[CH:5][CH:4]=1.[C:28](Cl)(=O)[C:29]1[CH:34]=[CH:33][CH:32]=[CH:31][CH:30]=1.C(=O)([O-])[O-].[K+].[K+]. (5) Given the product [Cl:28][CH:7]([CH:1]1[CH2:6][CH2:5][CH2:4][CH2:3][CH2:2]1)[C:9]1[O:10][C:11]([C:15]2[CH:20]=[CH:19][C:18]([C:21]([F:24])([F:23])[F:22])=[CH:17][CH:16]=2)=[CH:12][C:13]=1[CH3:14], predict the reactants needed to synthesize it. The reactants are: [CH:1]1([CH:7]([C:9]2[O:10][C:11]([C:15]3[CH:20]=[CH:19][C:18]([C:21]([F:24])([F:23])[F:22])=[CH:17][CH:16]=3)=[CH:12][C:13]=2[CH3:14])O)[CH2:6][CH2:5][CH2:4][CH2:3][CH2:2]1.C(Cl)(=O)C([Cl:28])=O.C(N(CC)CC)C.O. (6) Given the product [O:1]1[CH2:6][CH2:5][CH2:4][O:3][CH:2]1[C:7]1[C:16]2[C:11](=[CH:12][CH:13]=[CH:14][CH:15]=2)[CH:10]=[C:9]([CH2:17][OH:18])[CH:8]=1, predict the reactants needed to synthesize it. The reactants are: [O:1]1[CH2:6][CH2:5][CH2:4][O:3][CH:2]1[C:7]1[C:16]2[C:11](=[CH:12][CH:13]=[CH:14][CH:15]=2)[CH:10]=[C:9]([C:17](OC)=[O:18])[CH:8]=1.[H-].[Al+3].[Li+].[H-].[H-].[H-].O.[OH-].[Na+].